This data is from Peptide-MHC class II binding affinity with 134,281 pairs from IEDB. The task is: Regression. Given a peptide amino acid sequence and an MHC pseudo amino acid sequence, predict their binding affinity value. This is MHC class II binding data. (1) The MHC is DRB3_0101 with pseudo-sequence DRB3_0101. The binding affinity (normalized) is 0.209. The peptide sequence is PELGMNASHCNEMSW. (2) The MHC is DRB1_0401 with pseudo-sequence DRB1_0401. The peptide sequence is AYEGQRVVFIQPSPV. The binding affinity (normalized) is 0.558. (3) The peptide sequence is WKSILTDPRVKIMRS. The binding affinity (normalized) is 0.457. The MHC is DRB3_0101 with pseudo-sequence DRB3_0101. (4) The peptide sequence is NLARTISEAGQAMAS. The MHC is DRB1_0901 with pseudo-sequence DRB1_0901. The binding affinity (normalized) is 0.404. (5) The peptide sequence is GIVTMLSPMLHHWIK. The MHC is HLA-DQA10303-DQB10402 with pseudo-sequence HLA-DQA10303-DQB10402. The binding affinity (normalized) is 0.301. (6) The peptide sequence is TMLLGMLMICSAA. The MHC is DRB5_0101 with pseudo-sequence DRB5_0101. The binding affinity (normalized) is 0.121. (7) The peptide sequence is LLAAADELVGGPPVE. The MHC is HLA-DQA10401-DQB10402 with pseudo-sequence HLA-DQA10401-DQB10402. The binding affinity (normalized) is 0.418. (8) The peptide sequence is GFILDGDNLFPKV. The MHC is HLA-DQA10501-DQB10201 with pseudo-sequence HLA-DQA10501-DQB10201. The binding affinity (normalized) is 0.656.